Task: Predict the product of the given reaction.. Dataset: Forward reaction prediction with 1.9M reactions from USPTO patents (1976-2016) (1) Given the reactants [Br:1][C:2]1[CH:3]=[CH:4][C:5]([O:16][CH2:17][C:18]2[CH:23]=[CH:22][C:21]([Cl:24])=[CH:20][CH:19]=2)=[C:6]([CH2:8][N:9]2[CH2:14][CH2:13][C:12](=[O:15])[CH2:11][CH2:10]2)[CH:7]=1.[Si]([C:29]([F:32])([F:31])[F:30])(C)(C)C.C[N+](C)(C)C.[F-].Cl, predict the reaction product. The product is: [Br:1][C:2]1[CH:3]=[CH:4][C:5]([O:16][CH2:17][C:18]2[CH:19]=[CH:20][C:21]([Cl:24])=[CH:22][CH:23]=2)=[C:6]([CH2:8][N:9]2[CH2:14][CH2:13][C:12]([C:29]([F:32])([F:31])[F:30])([OH:15])[CH2:11][CH2:10]2)[CH:7]=1. (2) Given the reactants C[CH2:2][N:3]=[C:4]=NCCCN(C)C.C1C=CC2N(O)N=NC=2C=1.[C:22]1([S:28]([NH:31][C:32]2[CH:33]=[C:34]([C@@H:38]([OH:58])[CH2:39][NH:40][C:41]([CH3:57])([CH3:56])[CH2:42][CH2:43][N:44]3[C:52]4[C:47](=CC(C(O)=O)=C[CH:51]=4)[CH:46]=[CH:45]3)[CH:35]=[CH:36][CH:37]=2)(=[O:30])=[O:29])[CH:27]=[CH:26][CH:25]=[CH:24][CH:23]=1.CCN(C(C)C)C(C)C.CNC.[CH2:71]1[CH2:75][O:74][CH2:73][CH2:72]1, predict the reaction product. The product is: [CH3:2][N:3]([CH3:4])[C:73]([C:72]1[CH:71]=[C:75]2[C:45](=[CH:46][CH:47]=1)[N:44]([CH2:43][CH2:42][C:41]([NH:40][CH2:39][C@@H:38]([C:34]1[CH:35]=[CH:36][CH:37]=[C:32]([NH:31][S:28]([C:22]3[CH:27]=[CH:26][CH:25]=[CH:24][CH:23]=3)(=[O:29])=[O:30])[CH:33]=1)[OH:58])([CH3:56])[CH3:57])[CH:52]=[CH:51]2)=[O:74].